From a dataset of Reaction yield outcomes from USPTO patents with 853,638 reactions. Predict the reaction yield, written as a fraction of the theoretical maximum amount of product (1.0 means a 100% yield; for example, 0.34 means a 34% yield). The reactants are NC1C=CC([C:8]2[C:13]([S:14]([NH2:17])(=[O:16])=[O:15])=[CH:12][CH:11]=[C:10]([NH2:18])[CH:9]=2)=CC=1.[Br:19][C:20]1[CH:25]=[CH:24][C:23]([N:26]=[C:27]=[O:28])=[CH:22][CH:21]=1. No catalyst specified. The product is [CH:11]1[C:10]([NH:18][C:27]([NH:26][C:23]2[CH:22]=[CH:21][C:20]([Br:19])=[CH:25][CH:24]=2)=[O:28])=[CH:9][CH:8]=[C:13]([S:14]([NH2:17])(=[O:15])=[O:16])[CH:12]=1. The yield is 0.431.